From a dataset of Catalyst prediction with 721,799 reactions and 888 catalyst types from USPTO. Predict which catalyst facilitates the given reaction. Reactant: C[O:2][C:3]([C:5]1([N:13]([C:15](=[O:27])[CH2:16][C:17]2[C:22]([CH:23]=[CH2:24])=[CH:21][C:20]([CH3:25])=[CH:19][C:18]=2[CH3:26])[CH3:14])[CH2:10][CH2:9][N:8]([O:11][CH3:12])[CH2:7][CH2:6]1)=O.C[O-].[Na+]. Product: [CH3:26][C:18]1[CH:19]=[C:20]([CH3:25])[CH:21]=[C:22]([CH:23]=[CH2:24])[C:17]=1[C:16]1[C:15](=[O:27])[N:13]([CH3:14])[C:5]2([CH2:10][CH2:9][N:8]([O:11][CH3:12])[CH2:7][CH2:6]2)[C:3]=1[OH:2]. The catalyst class is: 9.